From a dataset of Forward reaction prediction with 1.9M reactions from USPTO patents (1976-2016). Predict the product of the given reaction. (1) Given the reactants [OH:1][CH2:2][C@@H:3]([NH:5][C:6](=[O:12])[O:7][C:8]([CH3:11])([CH3:10])[CH3:9])[CH3:4].CCN(CC)CC.[CH3:20][S:21](Cl)(=[O:23])=[O:22], predict the reaction product. The product is: [CH3:20][S:21]([O:1][CH2:2][C@@H:3]([NH:5][C:6]([O:7][C:8]([CH3:11])([CH3:10])[CH3:9])=[O:12])[CH3:4])(=[O:23])=[O:22]. (2) The product is: [F:18][C:11]1[CH:12]=[CH:13][C:14]([O:16][CH3:17])=[CH:15][C:10]=1[N:9]=[C:7]=[O:8]. Given the reactants N/C(/C#N)=C(\N[C:7]([NH:9][C:10]1[CH:15]=[C:14]([O:16][CH3:17])[CH:13]=[CH:12][C:11]=1[F:18])=[O:8])/C#N.FC1C=CC(OC)=CC=1C(O)=O.C(Cl)(=O)C(Cl)=O.[N-]=[N+]=[N-].[Na+], predict the reaction product. (3) Given the reactants COC1C=C(OC)C=CC=1C[NH:6][S:7]([C:10]1[CH:15]=[CH:14][C:13]([O:16][C@H:17]2[CH2:21][CH2:20][CH2:19][C@@H:18]2[C:22]2[N:26]([CH3:27])[N:25]=[CH:24][CH:23]=2)=[C:12]([F:28])[CH:11]=1)(=[O:9])=[O:8].C([SiH](CC)CC)C.FC(F)(F)C(O)=O, predict the reaction product. The product is: [F:28][C:12]1[CH:11]=[C:10]([S:7]([NH2:6])(=[O:8])=[O:9])[CH:15]=[CH:14][C:13]=1[O:16][C@H:17]1[CH2:21][CH2:20][CH2:19][C@@H:18]1[C:22]1[N:26]([CH3:27])[N:25]=[CH:24][CH:23]=1. (4) Given the reactants [CH:1]1([C:4]2[N:8](C(OC(C)(C)C)=O)[C:7]3[CH:16]=[C:17]([C:27]4[C:28]([CH3:33])=[N:29][O:30][C:31]=4[CH3:32])[CH:18]=[C:19]([CH:20]([OH:26])[CH:21]4[CH2:25][CH2:24][CH2:23][O:22]4)[C:6]=3[N:5]=2)[CH2:3][CH2:2]1.[CH3:34][C:35]1[N:40]=[C:39]([Mg]Br)[CH:38]=[CH:37][CH:36]=1, predict the reaction product. The product is: [CH:1]1([C:4]2[NH:8][C:7]3[CH:16]=[C:17]([C:27]4[C:28]([CH3:33])=[N:29][O:30][C:31]=4[CH3:32])[CH:18]=[C:19]([C:20]([C:39]4[CH:38]=[CH:37][CH:36]=[C:35]([CH3:34])[N:40]=4)([CH:21]4[CH2:25][CH2:24][CH2:23][O:22]4)[OH:26])[C:6]=3[N:5]=2)[CH2:3][CH2:2]1. (5) The product is: [CH:1]1[C:11]2[CH2:10][CH2:9][C:8]3[CH:12]=[CH:13][CH:14]=[CH:15][C:7]=3[C:6](=[CH:16][C:17]3[CH:22]=[CH:21][C:20]([NH:23][C:24](=[O:31])[C:25]4[CH:30]=[CH:29][N:28]=[CH:27][CH:26]=4)=[CH:19][CH:18]=3)[C:5]=2[CH:4]=[CH:3][CH:2]=1. Given the reactants [CH:1]1[C:11]2[CH2:10][CH2:9][C:8]3[CH:12]=[CH:13][CH:14]=[CH:15][C:7]=3[C:6](=[CH:16][C:17]3[CH:22]=[CH:21][C:20]([NH2:23])=[CH:19][CH:18]=3)[C:5]=2[CH:4]=[CH:3][CH:2]=1.[C:24](Cl)(=[O:31])[C:25]1[CH:30]=[CH:29][N:28]=[CH:27][CH:26]=1, predict the reaction product. (6) The product is: [Si:3]([O-:7])([O-:6])([O-:5])[O-:4].[Na+:2].[Na+:2].[Na+:2].[Na+:2]. Given the reactants [OH-].[Na+:2].[Si:3]([OH:7])([OH:6])([OH:5])[OH:4], predict the reaction product. (7) Given the reactants [CH2:1]([O:3][C:4]([CH:6]1[CH2:11][CH2:10][NH:9][CH2:8][CH2:7]1)=[O:5])[CH3:2].[Cl:12][C:13]1[N:17]2[CH:18]=[C:19]([C:26]3[CH:30]=[CH:29][O:28][CH:27]=3)[CH:20]=[C:21]([C:22]([F:25])([F:24])[F:23])[C:16]2=[N:15][C:14]=1[C:31](O)=[O:32].CN(C(ON1N=NC2C=CC=NC1=2)=[N+](C)C)C.F[P-](F)(F)(F)(F)F.CCN(C(C)C)C(C)C.C([O-])(O)=O.[Na+], predict the reaction product. The product is: [CH2:1]([O:3][C:4]([CH:6]1[CH2:11][CH2:10][N:9]([C:31]([C:14]2[N:15]=[C:16]3[C:21]([C:22]([F:24])([F:23])[F:25])=[CH:20][C:19]([C:26]4[CH:30]=[CH:29][O:28][CH:27]=4)=[CH:18][N:17]3[C:13]=2[Cl:12])=[O:32])[CH2:8][CH2:7]1)=[O:5])[CH3:2].